From a dataset of Reaction yield outcomes from USPTO patents with 853,638 reactions. Predict the reaction yield, written as a fraction of the theoretical maximum amount of product (1.0 means a 100% yield; for example, 0.34 means a 34% yield). (1) The reactants are [NH:1]1[C:5]2=[N:6][CH:7]=[CH:8][CH:9]=[C:4]2[CH:3]=[CH:2]1.C(O)(C(F)(F)F)=O.O[CH2:18][N:19]1[CH2:23][CH:22]([CH2:24][CH2:25][CH3:26])[CH2:21][C:20]1=[O:27]. No catalyst specified. The product is [CH2:24]([CH:22]1[CH2:23][N:19]([CH2:18][C:3]2[C:4]3[C:5](=[N:6][CH:7]=[CH:8][CH:9]=3)[NH:1][CH:2]=2)[C:20](=[O:27])[CH2:21]1)[CH2:25][CH3:26]. The yield is 0.130. (2) The reactants are [Br:1][C:2]1[N:7]=[C:6]([NH2:8])[CH:5]=[CH:4][C:3]=1[O:9][CH3:10].CCN(CC)CC.[F:18][C:19]1([F:34])[O:23][C:22]2[CH:24]=[CH:25][C:26]([C:28]3([C:31](Cl)=[O:32])[CH2:30][CH2:29]3)=[CH:27][C:21]=2[O:20]1. The catalyst is ClCCl. The product is [Br:1][C:2]1[N:7]=[C:6]([NH:8][C:31]([C:28]2([C:26]3[CH:25]=[CH:24][C:22]4[O:23][C:19]([F:34])([F:18])[O:20][C:21]=4[CH:27]=3)[CH2:30][CH2:29]2)=[O:32])[CH:5]=[CH:4][C:3]=1[O:9][CH3:10]. The yield is 0.810.